Dataset: Forward reaction prediction with 1.9M reactions from USPTO patents (1976-2016). Task: Predict the product of the given reaction. (1) Given the reactants [CH2:1]([O:8][C:9](=[O:25])[NH:10][CH:11]([C:14]1([CH3:24])[CH2:23][CH2:22][C:17]2(OCC[O:18]2)[CH2:16][CH2:15]1)[CH2:12][CH3:13])[C:2]1[CH:7]=[CH:6][CH:5]=[CH:4][CH:3]=1.C(=O)(O)[O-].[Na+], predict the reaction product. The product is: [CH2:1]([O:8][C:9](=[O:25])[NH:10][CH:11]([C:14]1([CH3:24])[CH2:15][CH2:16][C:17](=[O:18])[CH2:22][CH2:23]1)[CH2:12][CH3:13])[C:2]1[CH:3]=[CH:4][CH:5]=[CH:6][CH:7]=1. (2) Given the reactants [C:1]([C:3]1[CH:26]=[CH:25][C:6]2[NH:7][C:8]([C:10]3[C:22]4[C:21]5[C:16](=[CH:17][CH:18]=[CH:19][CH:20]=5)[C:15](=[N:23]O)[C:14]=4[CH:13]=[CH:12][CH:11]=3)=[N:9][C:5]=2[CH:4]=1)#[N:2].C(O)(=O)C, predict the reaction product. The product is: [C:1]([C:3]1[CH:26]=[CH:25][C:6]2[NH:7][C:8]([C:10]3[C:22]4[C:21]5[C:16](=[CH:17][CH:18]=[CH:19][CH:20]=5)[CH:15]([NH2:23])[C:14]=4[CH:13]=[CH:12][CH:11]=3)=[N:9][C:5]=2[CH:4]=1)#[N:2]. (3) Given the reactants [CH3:1][O:2][C:3]1[CH2:7][C:6](=[CH:8][CH:9]2[CH2:14][CH2:13][O:12][CH2:11][CH2:10]2)[C:5](=[O:15])[CH:4]=1.[H][H], predict the reaction product. The product is: [CH3:1][O:2][C:3]1[CH2:7][CH:6]([CH2:8][CH:9]2[CH2:10][CH2:11][O:12][CH2:13][CH2:14]2)[C:5](=[O:15])[CH:4]=1.